From a dataset of Reaction yield outcomes from USPTO patents with 853,638 reactions. Predict the reaction yield, written as a fraction of the theoretical maximum amount of product (1.0 means a 100% yield; for example, 0.34 means a 34% yield). (1) The product is [Cl:5][C:6]1[C:7]([F:15])=[C:8]([CH:9]([OH:10])[CH:1]=[CH2:2])[C:11]([F:14])=[CH:12][CH:13]=1. The yield is 1.00. The catalyst is C1COCC1. The reactants are [CH:1]([Mg]Br)=[CH2:2].[Cl:5][C:6]1[C:7]([F:15])=[C:8]([C:11]([F:14])=[CH:12][CH:13]=1)[CH:9]=[O:10]. (2) The reactants are Cl[Ru:2](Cl)[C:3]1[CH2:10][CH2:9][CH:8]=[CH:7]CCC=1.[CH3:12][Si:13](C1([Na])C=CC=C1)([CH3:15])[CH3:14].[CH:22]1([Na])[CH:26]=[CH:25][CH:24]=[CH:23]1. The catalyst is O1CCCC1. The product is [CH3:12][Si:13]([Ru:2]([CH:3]1[CH:10]=[CH:9][CH:8]=[CH:7]1)[CH:22]1[CH:26]=[CH:25][CH:24]=[CH:23]1)([CH3:15])[CH3:14]. The yield is 0.0430. (3) The reactants are [CH2:1]([N:3]([CH2:6][C@H:7]1[CH2:12][O:11][CH2:10][CH2:9][N:8]1C(OC(C)(C)C)=O)[CH2:4][CH3:5])[CH3:2].C(O)(C(F)(F)F)=O.C(Cl)[Cl:28]. No catalyst specified. The product is [ClH:28].[CH2:1]([N:3]([CH2:6][C@H:7]1[CH2:12][O:11][CH2:10][CH2:9][NH:8]1)[CH2:4][CH3:5])[CH3:2]. The yield is 0.670. (4) The reactants are [NH2:1][C:2]1[CH:9]=[C:8]([F:10])[CH:7]=[CH:6][C:3]=1[C:4]#[N:5].[Br:11]N1C(=O)CCC1=O. The catalyst is CN(C=O)C. The product is [NH2:1][C:2]1[CH:9]=[C:8]([F:10])[C:7]([Br:11])=[CH:6][C:3]=1[C:4]#[N:5]. The yield is 0.920.